From a dataset of Full USPTO retrosynthesis dataset with 1.9M reactions from patents (1976-2016). Predict the reactants needed to synthesize the given product. (1) Given the product [CH2:1]1[C@@H:6]([C:7]#[N:8])[N:5]([C:9]([C@@H:11]([NH2:23])[C:12]23[CH2:21][C:19]4([OH:22])[CH2:20][CH:14]([CH2:15][CH:16]([CH2:18]4)[CH2:17]2)[CH2:13]3)=[O:10])[C@@H:4]2[C@H:2]1[CH2:3]2.[C:27]([O-:32])(=[O:31])[C:28]([O-:30])=[O:29], predict the reactants needed to synthesize it. The reactants are: [CH2:1]1[C@@H:6]([C:7]#[N:8])[N:5]([C:9]([C@@H:11]([NH2:23])[C:12]23[CH2:21][C:19]4([OH:22])[CH2:20][CH:14]([CH2:15][CH:16]([CH2:18]4)[CH2:17]2)[CH2:13]3)=[O:10])[C@@H:4]2[C@H:2]1[CH2:3]2.ClCCl.[C:27]([OH:32])(=[O:31])[C:28]([OH:30])=[O:29]. (2) Given the product [Br:1][C:2]1[CH:10]=[C:9]2[C:5]([CH:6]=[N:7][N:8]2[CH3:16])=[CH:4][C:3]=1[CH3:11].[Br:1][C:2]1[C:3]([CH3:11])=[CH:4][C:5]2[C:9]([CH:10]=1)=[N:8][N:7]([CH3:16])[CH:6]=2, predict the reactants needed to synthesize it. The reactants are: [Br:1][C:2]1[CH:10]=[C:9]2[C:5]([CH:6]=[N:7][NH:8]2)=[CH:4][C:3]=1[CH3:11].[H-].[Na+].CI.[CH3:16]C(=O)OCC.[Cl-].[Na+].O. (3) The reactants are: [F:1][C:2]([F:11])([C:7]([F:10])([F:9])[F:8])[CH2:3][CH2:4][CH2:5][OH:6].[C:12]1([CH3:22])[CH:17]=[CH:16][C:15]([S:18](Cl)(=[O:20])=[O:19])=[CH:14][CH:13]=1.C(N(CC)CC)C.O. Given the product [CH3:22][C:12]1[CH:17]=[CH:16][C:15]([S:18]([O:6][CH2:5][CH2:4][CH2:3][C:2]([F:11])([F:1])[C:7]([F:8])([F:9])[F:10])(=[O:20])=[O:19])=[CH:14][CH:13]=1, predict the reactants needed to synthesize it. (4) The reactants are: C(NC(C)C)(C)C.C([Li])CCC.[Br:13][C:14]1[CH:15]=[CH:16][C:17]([F:20])=[N:18][CH:19]=1.CON(C)[C:24]([C:26]1[C:31]([O:32][CH3:33])=[CH:30][CH:29]=[CH:28][N:27]=1)=[O:25]. Given the product [Br:13][C:14]1[CH:15]=[C:16]([C:24]([C:26]2[C:31]([O:32][CH3:33])=[CH:30][CH:29]=[CH:28][N:27]=2)=[O:25])[C:17]([F:20])=[N:18][CH:19]=1, predict the reactants needed to synthesize it. (5) Given the product [CH3:1][O:2][C:6]1[NH:7][C:13](=[O:14])[CH2:12][CH:11]([C:10]([F:18])([F:17])[F:9])[C:5]=1[C:4]#[N:8], predict the reactants needed to synthesize it. The reactants are: [CH3:1][O-:2].[Na+].[C:4](#[N:8])[CH2:5][C:6]#[N:7].[F:9][C:10]([F:18])([F:17])/[CH:11]=[CH:12]/[C:13](OC)=[O:14].